Task: Regression. Given a peptide amino acid sequence and an MHC pseudo amino acid sequence, predict their binding affinity value. This is MHC class I binding data.. Dataset: Peptide-MHC class I binding affinity with 185,985 pairs from IEDB/IMGT The binding affinity (normalized) is 0.838. The peptide sequence is KSMFWDGMDY. The MHC is HLA-A03:01 with pseudo-sequence HLA-A03:01.